This data is from Reaction yield outcomes from USPTO patents with 853,638 reactions. The task is: Predict the reaction yield, written as a fraction of the theoretical maximum amount of product (1.0 means a 100% yield; for example, 0.34 means a 34% yield). (1) The reactants are C(OC([N:11]1[CH2:15][CH:14]2[CH2:16][CH:17]([CH2:19][O:20][C:21]3[CH:30]=[C:29]4[C:24]([C:25]([O:31][C:32]5[CH:37]=[CH:36][C:35]([N+:38]([O-:40])=[O:39])=[CH:34][C:33]=5[F:41])=[CH:26][CH:27]=[N:28]4)=[CH:23][C:22]=3[O:42][CH3:43])[CH2:18][CH:13]2[CH2:12]1)=O)C1C=CC=CC=1.Br. The catalyst is C(O)(=O)C.CCOC(C)=O. The product is [F:41][C:33]1[CH:34]=[C:35]([N+:38]([O-:40])=[O:39])[CH:36]=[CH:37][C:32]=1[O:31][C:25]1[C:24]2[C:29](=[CH:30][C:21]([O:20][CH2:19][CH:17]3[CH2:18][CH:13]4[CH2:12][NH:11][CH2:15][CH:14]4[CH2:16]3)=[C:22]([O:42][CH3:43])[CH:23]=2)[N:28]=[CH:27][CH:26]=1. The yield is 0.950. (2) The reactants are [H-].[Na+].[CH3:3][C:4]1[CH:9]=[CH:8][C:7]([NH:10][C:11](=[O:22])[C:12]2[CH:17]=[CH:16][CH:15]=[C:14]([C:18]([F:21])([F:20])[F:19])[CH:13]=2)=[CH:6][C:5]=1[N:23]1[C:32](=[O:33])[C:31]2[C:26](=[N:27][C:28]([S:34][CH3:35])=[N:29][CH:30]=2)[NH:25][C:24]1=[O:36].I[CH3:38]. The catalyst is CN(C=O)C.C(OCC)(=O)C. The product is [CH3:3][C:4]1[CH:9]=[CH:8][C:7]([NH:10][C:11](=[O:22])[C:12]2[CH:17]=[CH:16][CH:15]=[C:14]([C:18]([F:19])([F:20])[F:21])[CH:13]=2)=[CH:6][C:5]=1[N:23]1[C:32](=[O:33])[C:31]2[C:26](=[N:27][C:28]([S:34][CH3:35])=[N:29][CH:30]=2)[N:25]([CH3:38])[C:24]1=[O:36]. The yield is 0.820. (3) The reactants are Br[C:2]1[CH:3]=[C:4]2[C:8](=[CH:9][CH:10]=1)[NH:7][CH:6]=[C:5]2[CH2:11][CH2:12][N:13]([CH3:15])[CH3:14].[C-]#N.[CH3:18][N:19](C=O)C. The catalyst is C1(P([C-]2C=CC=C2)C2C=CC=CC=2)C=CC=CC=1.[C-]1(P(C2C=CC=CC=2)C2C=CC=CC=2)C=CC=C1.[Fe+2].C1COCC1. The product is [CH3:14][N:13]([CH3:15])[CH2:12][CH2:11][C:5]1[C:4]2[C:8](=[CH:9][CH:10]=[C:2]([C:18]#[N:19])[CH:3]=2)[NH:7][CH:6]=1. The yield is 0.840. (4) The reactants are [F:1][C:2]1[C:7]([CH3:8])=[CH:6][CH:5]=[CH:4][C:3]=1[CH2:9][CH2:10][CH2:11][OH:12].C1C=C[NH+]=CC=1.[O-][Cr](Cl)(=O)=O. The catalyst is C(Cl)Cl. The product is [F:1][C:2]1[C:7]([CH3:8])=[CH:6][CH:5]=[CH:4][C:3]=1[CH2:9][CH2:10][CH:11]=[O:12]. The yield is 0.600.